Task: Predict the reactants needed to synthesize the given product.. Dataset: Full USPTO retrosynthesis dataset with 1.9M reactions from patents (1976-2016) (1) Given the product [NH2:20][C@H:16]1[CH2:17][CH2:18][CH2:19][N:14]([C:6]2[CH:5]=[CH:4][C:3]([C:1]([NH2:2])=[O:31])=[C:11]3[C:7]=2[C:8]([CH3:13])=[C:9]([CH3:12])[NH:10]3)[CH2:15]1, predict the reactants needed to synthesize it. The reactants are: [C:1]([C:3]1[CH:4]=[CH:5][C:6]([N:14]2[CH2:19][CH2:18][CH2:17][C@H:16]([NH:20]C(=O)OCC3C=CC=CC=3)[CH2:15]2)=[C:7]2[C:11]=1[NH:10][C:9]([CH3:12])=[C:8]2[CH3:13])#[N:2].[OH:31]S(O)(=O)=O.[OH-].[K+]. (2) Given the product [N:19]1([CH2:24][CH2:25][NH:26][C:27]([C:29]2[C:33]([CH3:34])=[C:32]([CH:35]=[C:13]3[C:12]4[C:16](=[CH:17][C:9]([C:6]5[CH:5]=[CH:4][C:3]([CH2:1][CH3:2])=[CH:8][CH:7]=5)=[CH:10][CH:11]=4)[NH:15][C:14]3=[O:18])[NH:31][C:30]=2[CH3:37])=[O:28])[CH2:23][CH2:22][CH2:21][CH2:20]1, predict the reactants needed to synthesize it. The reactants are: [CH2:1]([C:3]1[CH:8]=[CH:7][C:6]([C:9]2[CH:17]=[C:16]3[C:12]([CH2:13][C:14](=[O:18])[NH:15]3)=[CH:11][CH:10]=2)=[CH:5][CH:4]=1)[CH3:2].[N:19]1([CH2:24][CH2:25][NH:26][C:27]([C:29]2[C:33]([CH3:34])=[C:32]([CH:35]=O)[NH:31][C:30]=2[CH3:37])=[O:28])[CH2:23][CH2:22][CH2:21][CH2:20]1.